Predict which catalyst facilitates the given reaction. From a dataset of Catalyst prediction with 721,799 reactions and 888 catalyst types from USPTO. (1) The catalyst class is: 7. Product: [NH2:1][C:2]1[CH:7]=[CH:6][CH:5]=[CH:4][C:3]=1[NH:8][C:9]([C:11]1[S:12][C:13]2[CH2:14][N:15]([C:20]([NH:22][C:23]3[CH:24]=[N:25][C:26]([O:29][CH3:30])=[CH:27][CH:28]=3)=[O:21])[CH2:16][CH2:17][C:18]=2[N:19]=1)=[O:10].[CH3:41][C:31]1[CH:36]=[CH:35][C:34]([NH2:1])=[CH:33][CH:32]=1. Reactant: [NH2:1][C:2]1[CH:7]=[CH:6][CH:5]=[CH:4][C:3]=1[NH:8][C:9]([C:11]1[S:12][C:13]2[CH2:14][N:15]([C:20]([NH:22][C:23]3[CH:24]=[N:25][C:26]([O:29][CH3:30])=[CH:27][CH:28]=3)=[O:21])[CH2:16][CH2:17][C:18]=2[N:19]=1)=[O:10].[C:31]1([CH3:41])[CH:36]=[CH:35][C:34](S(O)(=O)=O)=[CH:33][CH:32]=1. (2) Reactant: [CH3:1][C:2]1[C:3]([C:17]([O:19]CC)=[O:18])=[N:4][O:5][C:6]=1[C:7]1[CH2:16][CH2:15][C:10]2([CH2:14][CH2:13][CH2:12][CH2:11]2)[CH2:9][CH:8]=1.[OH-].[Na+].Cl. Product: [CH3:1][C:2]1[C:3]([C:17]([OH:19])=[O:18])=[N:4][O:5][C:6]=1[C:7]1[CH2:16][CH2:15][C:10]2([CH2:14][CH2:13][CH2:12][CH2:11]2)[CH2:9][CH:8]=1. The catalyst class is: 40. (3) Reactant: [NH2:1][C:2]1[C:29]([Cl:30])=[CH:28][C:5]([C:6]([N:8]2[CH2:13][CH2:12][N:11]([CH2:14][C:15]3[CH:16]=[C:17]([CH:25]=[CH:26][CH:27]=3)[C:18]([NH:20][C:21]([CH3:24])([CH3:23])[CH3:22])=[O:19])[CH2:10][CH2:9]2)=[O:7])=[C:4]([O:31][CH2:32][CH3:33])[CH:3]=1.Cl[C:35](OC1C=CC([N+]([O-])=O)=CC=1)=[O:36].[CH:47]1([CH2:50][NH2:51])[CH2:49][CH2:48]1. Product: [C:21]([NH:20][C:18](=[O:19])[C:17]1[CH:25]=[CH:26][CH:27]=[C:15]([CH2:14][N:11]2[CH2:10][CH2:9][N:8]([C:6](=[O:7])[C:5]3[CH:28]=[C:29]([Cl:30])[C:2]([NH:1][C:35]([NH:51][CH2:50][CH:47]4[CH2:49][CH2:48]4)=[O:36])=[CH:3][C:4]=3[O:31][CH2:32][CH3:33])[CH2:13][CH2:12]2)[CH:16]=1)([CH3:24])([CH3:23])[CH3:22]. The catalyst class is: 46. (4) Reactant: [NH2:1][C:2]1[S:6][C:5]2[CH2:7][CH2:8][CH2:9][CH2:10][C:4]=2[C:3]=1[C:11]([O:13][CH2:14][CH3:15])=[O:12].[C:16](O)(=[O:18])[CH3:17].C(OC(=O)C)(=O)C. Product: [C:16]([NH:1][C:2]1[S:6][C:5]2[CH2:7][CH2:8][CH2:9][CH2:10][C:4]=2[C:3]=1[C:11]([O:13][CH2:14][CH3:15])=[O:12])(=[O:18])[CH3:17]. The catalyst class is: 6. (5) Reactant: [CH2:1]([O:8][C:9]1[CH:14]=[CH:13][C:12]([CH:15]([C:17]2[C:25]([CH3:26])=[CH:24][C:23]([N:27]([CH2:35][C:36]3[CH:41]=[CH:40][CH:39]=[CH:38][CH:37]=3)[CH2:28][C:29]3[CH:34]=[CH:33][CH:32]=[CH:31][CH:30]=3)=[C:22]3[C:18]=2[CH2:19][CH2:20][CH2:21]3)[OH:16])=[CH:11][C:10]=1[CH:42]([CH3:44])[CH3:43])[C:2]1[CH:7]=[CH:6][CH:5]=[CH:4][CH:3]=1. Product: [CH2:1]([O:8][C:9]1[CH:14]=[CH:13][C:12]([C:15]([C:17]2[C:25]([CH3:26])=[CH:24][C:23]([N:27]([CH2:35][C:36]3[CH:37]=[CH:38][CH:39]=[CH:40][CH:41]=3)[CH2:28][C:29]3[CH:30]=[CH:31][CH:32]=[CH:33][CH:34]=3)=[C:22]3[C:18]=2[CH2:19][CH2:20][CH2:21]3)=[O:16])=[CH:11][C:10]=1[CH:42]([CH3:44])[CH3:43])[C:2]1[CH:3]=[CH:4][CH:5]=[CH:6][CH:7]=1. The catalyst class is: 742. (6) Reactant: [C:1]([C:5]1[CH:6]=[C:7]([CH:14]([CH3:16])[CH3:15])[C:8]([OH:13])=[C:9]([CH:12]=1)[CH:10]=O)([CH3:4])([CH3:3])[CH3:2].[C:17]([C:21]1[CH:26]=[CH:25][C:24]([OH:27])=[C:23]([CH:28]([CH3:30])[CH3:29])[CH:22]=1)([CH3:20])([CH3:19])[CH3:18].S(Cl)(Cl)=O. Product: [CH:10]([C:9]1[C:8]([OH:13])=[C:7]([CH:14]([CH3:15])[CH3:16])[CH:6]=[C:5]([C:1]([CH3:3])([CH3:2])[CH3:4])[CH:12]=1)([C:9]1[C:8]([OH:13])=[C:7]([CH:14]([CH3:16])[CH3:15])[CH:6]=[C:5]([C:1]([CH3:2])([CH3:4])[CH3:3])[CH:12]=1)[C:25]1[C:24]([OH:27])=[C:23]([CH:28]([CH3:30])[CH3:29])[CH:22]=[C:21]([C:17]([CH3:20])([CH3:19])[CH3:18])[CH:26]=1. The catalyst class is: 5. (7) Reactant: [N+:1]([C:4]1[C:5](O)=[N:6][CH:7]=[C:8]([C:10]([F:13])([F:12])[F:11])[CH:9]=1)([O-:3])=[O:2].C(Cl)(=O)C(Cl)=O.[CH3:21][N:22]([CH3:28])[CH2:23][CH2:24][CH2:25][NH:26][CH3:27].C([O-])([O-])=O.[K+].[K+]. Product: [CH3:21][N:22]([CH3:28])[CH2:23][CH2:24][CH2:25][N:26]([CH3:27])[C:5]1[C:4]([N+:1]([O-:3])=[O:2])=[CH:9][C:8]([C:10]([F:13])([F:12])[F:11])=[CH:7][N:6]=1. The catalyst class is: 479. (8) Reactant: [N:1]1([CH2:6][CH2:7][CH2:8][NH2:9])[CH:5]=[CH:4][N:3]=[CH:2]1.[NH:10]1[C:18]2[C:13](=[CH:14][C:15]([CH:19]=O)=[CH:16][CH:17]=2)[CH:12]=[CH:11]1.C([O:23][C:24](=O)[C:25](=[O:33])[CH2:26][C:27]1[CH:32]=[CH:31][CH:30]=[CH:29][CH:28]=1)C. Product: [OH:33][C:25]1[C:24](=[O:23])[N:9]([CH2:8][CH2:7][CH2:6][N:1]2[CH:5]=[CH:4][N:3]=[CH:2]2)[CH:19]([C:15]2[CH:14]=[C:13]3[C:18](=[CH:17][CH:16]=2)[NH:10][CH:11]=[CH:12]3)[C:26]=1[C:27]1[CH:32]=[CH:31][CH:30]=[CH:29][CH:28]=1. The catalyst class is: 8.